Dataset: Catalyst prediction with 721,799 reactions and 888 catalyst types from USPTO. Task: Predict which catalyst facilitates the given reaction. (1) Reactant: [Br:1][C:2]1[CH:3]=[C:4]2[CH2:10][CH2:9][N:8]([C:11]([C:13]3[CH:14]=[C:15]4[C:20](=[CH:21][C:22]=3[CH3:23])[N:19]3[C:24]([C@@H:27]5[CH2:31][CH2:30][CH2:29][C@@H:28]5[O:32][Si](C(C)(C)C)(C)C)=[N:25][CH:26]=[C:18]3[C:17](=[O:40])[NH:16]4)=[O:12])[C:5]2=[N:6][CH:7]=1.Cl. Product: [Br:1][C:2]1[CH:3]=[C:4]2[CH2:10][CH2:9][N:8]([C:11]([C:13]3[CH:14]=[C:15]4[C:20](=[CH:21][C:22]=3[CH3:23])[N:19]3[C:24]([C@@H:27]5[CH2:31][CH2:30][CH2:29][C@@H:28]5[OH:32])=[N:25][CH:26]=[C:18]3[C:17](=[O:40])[NH:16]4)=[O:12])[C:5]2=[N:6][CH:7]=1. The catalyst class is: 5. (2) Reactant: [Cl:1][C:2]1[CH:3]=[CH:4][C:5]2[N:11]3[C:12]([C:15]([Cl:18])([F:17])[F:16])=[N:13][N:14]=[C:10]3[C@@H:9]([CH2:19][C:20]([OH:22])=O)[O:8][C@H:7]([C:23]3[CH:28]=[CH:27][CH:26]=[C:25]([O:29][CH3:30])[C:24]=3[O:31][CH3:32])[C:6]=2[CH:33]=1.Cl.C(N=C=NCCCN(C)C)C.[NH:46]1[CH2:51][CH2:50][CH:49]([CH2:52][C:53]([O:55][C:56]([CH3:59])([CH3:58])[CH3:57])=[O:54])[CH2:48][CH2:47]1.O.ON1C2C=CC=CC=2N=N1. Product: [Cl:1][C:2]1[CH:3]=[CH:4][C:5]2[N:11]3[C:12]([C:15]([Cl:18])([F:16])[F:17])=[N:13][N:14]=[C:10]3[C@@H:9]([CH2:19][C:20]([N:46]3[CH2:51][CH2:50][CH:49]([CH2:52][C:53]([O:55][C:56]([CH3:59])([CH3:58])[CH3:57])=[O:54])[CH2:48][CH2:47]3)=[O:22])[O:8][C@H:7]([C:23]3[CH:28]=[CH:27][CH:26]=[C:25]([O:29][CH3:30])[C:24]=3[O:31][CH3:32])[C:6]=2[CH:33]=1. The catalyst class is: 2. (3) Reactant: [CH2:1]([O:3][C:4](=[O:18])[C:5]1[CH:14]=[C:13]([N+:15]([O-:17])=[O:16])[CH:12]=[C:7]([C:8]([NH:10][CH3:11])=O)[CH:6]=1)[CH3:2].S(OS(C(F)(F)F)(=O)=O)(C(F)(F)F)(=O)=O.[N-:34]=[N+:35]=[N-:36].[Na+].C([O-])(O)=O.[Na+]. Product: [CH2:1]([O:3][C:4](=[O:18])[C:5]1[CH:14]=[C:13]([N+:15]([O-:17])=[O:16])[CH:12]=[C:7]([C:8]2[N:10]([CH3:11])[N:36]=[N:35][N:34]=2)[CH:6]=1)[CH3:2]. The catalyst class is: 68. (4) Product: [F:1][C:2]1[C:7]([CH3:8])=[CH:6][C:5]([S:9]([NH:16][C:17]2[CH:18]=[CH:19][CH:20]=[C:21]3[C:26]=2[N:25]=[CH:24][CH:23]=[CH:22]3)(=[O:11])=[O:10])=[C:4]([N+:13]([O-:15])=[O:14])[CH:3]=1. Reactant: [F:1][C:2]1[C:7]([CH3:8])=[CH:6][C:5]([S:9](Cl)(=[O:11])=[O:10])=[C:4]([N+:13]([O-:15])=[O:14])[CH:3]=1.[NH2:16][C:17]1[CH:18]=[CH:19][CH:20]=[C:21]2[C:26]=1[N:25]=[CH:24][CH:23]=[CH:22]2.N1C=CC=CC=1. The catalyst class is: 79. (5) Reactant: [C:1]([C:4]([C:18](=[O:27])[C:19]1[CH:24]=[CH:23][C:22]([C:25]#[N:26])=[CH:21][CH:20]=1)(C(=O)C)[CH2:5][CH2:6][CH2:7][CH2:8][CH2:9][C:10]([O:12][CH2:13][CH3:14])=[O:11])(=[O:3])[CH3:2].C(OCC)(=O)C.O. Product: [C:25]([C:22]1[CH:21]=[CH:20][C:19]([C:18]([CH:4]([C:1](=[O:3])[CH3:2])[CH2:5][CH2:6][CH2:7][CH2:8][CH2:9][C:10]([O:12][CH2:13][CH3:14])=[O:11])=[O:27])=[CH:24][CH:23]=1)#[N:26]. The catalyst class is: 55.